From a dataset of Reaction yield outcomes from USPTO patents with 853,638 reactions. Predict the reaction yield, written as a fraction of the theoretical maximum amount of product (1.0 means a 100% yield; for example, 0.34 means a 34% yield). The reactants are [N+:1]([O-:4])(O)=[O:2].[C:5](=[O:18])([O:15][CH2:16][CH3:17])[O:6][C:7]1[CH:12]=[CH:11][CH:10]=[C:9]([F:13])[C:8]=1[F:14]. The catalyst is S(=O)(=O)(O)O. The product is [C:5](=[O:18])([O:15][CH2:16][CH3:17])[O:6][C:7]1[CH:12]=[C:11]([N+:1]([O-:4])=[O:2])[CH:10]=[C:9]([F:13])[C:8]=1[F:14]. The yield is 0.0600.